From a dataset of Catalyst prediction with 721,799 reactions and 888 catalyst types from USPTO. Predict which catalyst facilitates the given reaction. (1) Reactant: [F:1][C:2]1[CH:7]=[CH:6][C:5]([C:8]2[C:12]([C:13]3[CH:18]=[CH:17][N:16]=[CH:15][CH:14]=3)=[C:11]([CH3:19])[NH:10][N:9]=2)=[CH:4][CH:3]=1.[Mn]([O-])(=O)(=O)=[O:21].[K+].[OH2:26]. Product: [F:1][C:2]1[CH:3]=[CH:4][C:5]([C:8]2[NH:9][N:10]=[C:11]([C:19]([OH:21])=[O:26])[C:12]=2[C:13]2[CH:18]=[CH:17][N:16]=[CH:15][CH:14]=2)=[CH:6][CH:7]=1. The catalyst class is: 107. (2) Reactant: [Cl:1][C:2]1[CH:7]=[CH:6][C:5]([C:8]2[S:9][C:10]([C:20](=[O:29])[C:21]3[CH:26]=[CH:25][C:24]([O:27][CH3:28])=[CH:23][CH:22]=3)=[CH:11][C:12]=2[CH:13]([CH3:19])[C:14]([O:16]CC)=[O:15])=[CH:4][CH:3]=1.O1CCCC1.[OH-].[Na+]. Product: [Cl:1][C:2]1[CH:3]=[CH:4][C:5]([C:8]2[S:9][C:10]([C:20](=[O:29])[C:21]3[CH:22]=[CH:23][C:24]([O:27][CH3:28])=[CH:25][CH:26]=3)=[CH:11][C:12]=2[CH:13]([CH3:19])[C:14]([OH:16])=[O:15])=[CH:6][CH:7]=1. The catalyst class is: 8.